Dataset: Full USPTO retrosynthesis dataset with 1.9M reactions from patents (1976-2016). Task: Predict the reactants needed to synthesize the given product. (1) Given the product [Cl:5][CH2:23][C:10]1[N:11]=[C:12]([C:14]2[CH:19]=[CH:18][CH:17]=[C:16]([O:20][CH3:21])[CH:15]=2)[O:13][C:9]=1[CH:6]([CH3:8])[CH3:7], predict the reactants needed to synthesize it. The reactants are: CS([Cl:5])(=O)=O.[CH:6]([C:9]1[O:13][C:12]([C:14]2[CH:19]=[CH:18][CH:17]=[C:16]([O:20][CH3:21])[CH:15]=2)=[N+:11]([O-])[C:10]=1[CH3:23])([CH3:8])[CH3:7].COC(C)(C)C.[OH-].[Na+]. (2) Given the product [C:18]([O:22][C:23]([N:25]1[CH2:30][CH2:29][N:28]([C:31]2[CH:32]=[N:33][C:34]([NH:37][C:2]3[N:3]=[CH:4][C:5]4[CH:10]=[C:9]([C:11]#[N:12])[N:8]([CH:13]5[CH2:17][CH2:16][CH2:15][CH2:14]5)[C:6]=4[N:7]=3)=[CH:35][CH:36]=2)[CH2:27][CH:26]1[CH3:38])=[O:24])([CH3:21])([CH3:19])[CH3:20], predict the reactants needed to synthesize it. The reactants are: Cl[C:2]1[N:3]=[CH:4][C:5]2[CH:10]=[C:9]([C:11]#[N:12])[N:8]([CH:13]3[CH2:17][CH2:16][CH2:15][CH2:14]3)[C:6]=2[N:7]=1.[C:18]([O:22][C:23]([N:25]1[CH2:30][CH2:29][N:28]([C:31]2[CH:32]=[N:33][C:34]([NH2:37])=[CH:35][CH:36]=2)[CH2:27][CH:26]1[CH3:38])=[O:24])([CH3:21])([CH3:20])[CH3:19]. (3) Given the product [CH:1]1([CH2:7][CH2:8][CH2:9][C@@H:10]([C:19]2[O:23][N:22]=[C:21]([CH2:24][C:25]3[CH:26]=[N:27][CH:28]=[CH:29][CH:30]=3)[N:20]=2)[CH2:11][C:12]([OH:14])=[O:13])[CH2:6][CH2:5][CH2:4][CH2:3][CH2:2]1, predict the reactants needed to synthesize it. The reactants are: [CH:1]1([CH2:7][CH2:8][CH2:9][C@@H:10]([C:19]2[O:23][N:22]=[C:21]([CH2:24][C:25]3[CH:26]=[N:27][CH:28]=[CH:29][CH:30]=3)[N:20]=2)[CH2:11][C:12]([O:14]C(C)(C)C)=[O:13])[CH2:6][CH2:5][CH2:4][CH2:3][CH2:2]1. (4) Given the product [NH2:18][C:16]1[CH:17]=[C:10]2[CH:9]=[CH:8][CH:7]=[C:6]3[C:11]2=[C:12]([CH:15]=1)[C:13](=[O:14])[N:4]([CH2:3][CH2:2][NH2:1])[C:5]3=[O:21], predict the reactants needed to synthesize it. The reactants are: [NH2:1][CH2:2][CH2:3][N:4]1[C:13](=[O:14])[C:12]2[CH:15]=[C:16]([N+:18]([O-])=O)[CH:17]=[C:10]3[C:11]=2[C:6](=[CH:7][CH:8]=[CH:9]3)[C:5]1=[O:21].